From a dataset of NCI-60 drug combinations with 297,098 pairs across 59 cell lines. Regression. Given two drug SMILES strings and cell line genomic features, predict the synergy score measuring deviation from expected non-interaction effect. (1) Drug 1: CCC1(CC2CC(C3=C(CCN(C2)C1)C4=CC=CC=C4N3)(C5=C(C=C6C(=C5)C78CCN9C7C(C=CC9)(C(C(C8N6C=O)(C(=O)OC)O)OC(=O)C)CC)OC)C(=O)OC)O.OS(=O)(=O)O. Drug 2: CN1C(=O)N2C=NC(=C2N=N1)C(=O)N. Cell line: NCI-H460. Synergy scores: CSS=6.98, Synergy_ZIP=26.5, Synergy_Bliss=26.9, Synergy_Loewe=24.2, Synergy_HSA=25.9. (2) Drug 1: CC1C(C(CC(O1)OC2CC(OC(C2O)C)OC3=CC4=CC5=C(C(=O)C(C(C5)C(C(=O)C(C(C)O)O)OC)OC6CC(C(C(O6)C)O)OC7CC(C(C(O7)C)O)OC8CC(C(C(O8)C)O)(C)O)C(=C4C(=C3C)O)O)O)O. Drug 2: CN(CC1=CN=C2C(=N1)C(=NC(=N2)N)N)C3=CC=C(C=C3)C(=O)NC(CCC(=O)O)C(=O)O. Cell line: HCC-2998. Synergy scores: CSS=44.5, Synergy_ZIP=2.09, Synergy_Bliss=0.273, Synergy_Loewe=-11.1, Synergy_HSA=-7.47. (3) Drug 1: CC1CCC2CC(C(=CC=CC=CC(CC(C(=O)C(C(C(=CC(C(=O)CC(OC(=O)C3CCCCN3C(=O)C(=O)C1(O2)O)C(C)CC4CCC(C(C4)OC)OCCO)C)C)O)OC)C)C)C)OC. Drug 2: C1C(C(OC1N2C=NC(=NC2=O)N)CO)O. Cell line: DU-145. Synergy scores: CSS=14.1, Synergy_ZIP=-3.54, Synergy_Bliss=4.72, Synergy_Loewe=-5.35, Synergy_HSA=-0.0958. (4) Drug 1: C1=NC2=C(N1)C(=S)N=CN2. Drug 2: CC1CCCC2(C(O2)CC(NC(=O)CC(C(C(=O)C(C1O)C)(C)C)O)C(=CC3=CSC(=N3)C)C)C. Cell line: UO-31. Synergy scores: CSS=30.7, Synergy_ZIP=-2.61, Synergy_Bliss=-5.19, Synergy_Loewe=-27.6, Synergy_HSA=-4.35. (5) Drug 1: CC1=CC=C(C=C1)C2=CC(=NN2C3=CC=C(C=C3)S(=O)(=O)N)C(F)(F)F. Drug 2: C1=NC2=C(N1)C(=S)N=CN2. Cell line: OVCAR3. Synergy scores: CSS=49.9, Synergy_ZIP=-0.625, Synergy_Bliss=0.637, Synergy_Loewe=-26.4, Synergy_HSA=1.08. (6) Synergy scores: CSS=65.0, Synergy_ZIP=-0.548, Synergy_Bliss=-2.67, Synergy_Loewe=-44.7, Synergy_HSA=-2.96. Drug 2: C1CC(=O)NC(=O)C1N2C(=O)C3=CC=CC=C3C2=O. Cell line: NCIH23. Drug 1: CC1C(C(CC(O1)OC2CC(OC(C2O)C)OC3=CC4=CC5=C(C(=O)C(C(C5)C(C(=O)C(C(C)O)O)OC)OC6CC(C(C(O6)C)O)OC7CC(C(C(O7)C)O)OC8CC(C(C(O8)C)O)(C)O)C(=C4C(=C3C)O)O)O)O.